This data is from Reaction yield outcomes from USPTO patents with 853,638 reactions. The task is: Predict the reaction yield, written as a fraction of the theoretical maximum amount of product (1.0 means a 100% yield; for example, 0.34 means a 34% yield). (1) The reactants are C(=O)([O-])[O-].[K+].[K+].[C:7]([N:11]=[C:12]=[O:13])([CH3:10])([CH3:9])[CH3:8].[CH3:14][C:15]1[NH:19][N:18]=[C:17]([O:20][C:21]2[CH:26]=[CH:25][C:24]([C:27]([F:30])([F:29])[F:28])=[CH:23][C:22]=2[N+:31]([O-:33])=[O:32])[CH:16]=1.Cl. The catalyst is CN(C=O)C. The product is [C:7]([NH:11][C:12]([N:19]1[C:15]([CH3:14])=[CH:16][C:17]([O:20][C:21]2[CH:26]=[CH:25][C:24]([C:27]([F:30])([F:29])[F:28])=[CH:23][C:22]=2[N+:31]([O-:33])=[O:32])=[N:18]1)=[O:13])([CH3:10])([CH3:9])[CH3:8]. The yield is 0.518. (2) The product is [Br-:30].[OH:10][C:9]([C:16]1[S:17][CH:18]=[CH:19][CH:20]=1)([C:11]1[S:12][CH:13]=[CH:14][CH:15]=1)[C:4]12[CH2:5][CH2:6][N+:1]([CH2:29][CH2:28][O:27][C:21]3[CH:26]=[CH:25][CH:24]=[CH:23][CH:22]=3)([CH2:8][CH2:7]1)[CH2:2][CH2:3]2. The yield is 0.747. The reactants are [N:1]12[CH2:8][CH2:7][C:4]([C:9]([C:16]3[S:17][CH:18]=[CH:19][CH:20]=3)([C:11]3[S:12][CH:13]=[CH:14][CH:15]=3)[OH:10])([CH2:5][CH2:6]1)[CH2:3][CH2:2]2.[C:21]1([O:27][CH2:28][CH2:29][Br:30])[CH:26]=[CH:25][CH:24]=[CH:23][CH:22]=1. The catalyst is CO. (3) The reactants are [F:1][C:2]1[C:3]([CH3:18])=[C:4]([CH:8]=[C:9]([C:11]2[CH:16]=[CH:15][CH:14]=[C:13]([F:17])[CH:12]=2)[CH:10]=1)[C:5]([OH:7])=O.C(Cl)(C(Cl)=O)=O.[NH2:25][C:26]1[C:27]([F:34])=[C:28]([OH:33])[CH:29]=[CH:30][C:31]=1[F:32].C([O-])([O-])=O.[K+].[K+]. The catalyst is C(Cl)Cl.C1COCC1.O.CN(C=O)C. The product is [F:34][C:27]1[C:28]([OH:33])=[CH:29][CH:30]=[C:31]([F:32])[C:26]=1[NH:25][C:5](=[O:7])[C:4]1[CH:8]=[C:9]([C:11]2[CH:16]=[CH:15][CH:14]=[C:13]([F:17])[CH:12]=2)[CH:10]=[C:2]([F:1])[C:3]=1[CH3:18]. The yield is 0.540. (4) The reactants are [Cl:1][C:2]1[C:3]([S:24]([N:27]([CH2:37][C:38]2[CH:43]=[CH:42][C:41]([O:44][CH3:45])=[CH:40][CH:39]=2)[CH2:28][C:29]2[CH:34]=[CH:33][C:32]([O:35][CH3:36])=[CH:31][CH:30]=2)(=[O:26])=[O:25])=[N:4][CH:5]=[C:6]([C:9]([N:11]2[CH2:16][CH2:15][CH:14]([C:17]3[CH:22]=[CH:21][C:20]([F:23])=[CH:19][CH:18]=3)[CH2:13][CH2:12]2)=[O:10])[C:7]=1Cl.[NH2:46][C:47]1[CH:54]=[C:53]([N+:55]([O-:57])=[O:56])[CH:52]=[CH:51][C:48]=1[C:49]#[N:50]. No catalyst specified. The product is [Cl:1][C:2]1[C:3]([S:24]([N:27]([CH2:37][C:38]2[CH:39]=[CH:40][C:41]([O:44][CH3:45])=[CH:42][CH:43]=2)[CH2:28][C:29]2[CH:30]=[CH:31][C:32]([O:35][CH3:36])=[CH:33][CH:34]=2)(=[O:25])=[O:26])=[N:4][CH:5]=[C:6]([C:9]([N:11]2[CH2:16][CH2:15][CH:14]([C:17]3[CH:18]=[CH:19][C:20]([F:23])=[CH:21][CH:22]=3)[CH2:13][CH2:12]2)=[O:10])[C:7]=1[NH:46][C:47]1[CH:54]=[C:53]([N+:55]([O-:57])=[O:56])[CH:52]=[CH:51][C:48]=1[C:49]#[N:50]. The yield is 0.360. (5) The reactants are [NH2:1][C:2]1[C:3]([C:7]([NH:9][C:10]2[CH:15]=[CH:14][C:13]([F:16])=[C:12]([Br:17])[CH:11]=2)=O)=[N:4][S:5][N:6]=1.COC1C=CC(P2(=S)SP(C3C=CC(OC)=CC=3)(=S)[S:27]2)=CC=1. The catalyst is C1(C)C=CC=CC=1.C(OCC)(=O)C. The product is [NH2:1][C:2]1[C:3]([C:7](=[S:27])[NH:9][C:10]2[CH:15]=[CH:14][C:13]([F:16])=[C:12]([Br:17])[CH:11]=2)=[N:4][S:5][N:6]=1. The yield is 0.550. (6) The reactants are C1(P(=O)(C2C=CC=CC=2)C2C=CC=CC=2)C=CC=CC=1.FC(F)(F)S(OS(C(F)(F)F)(=O)=O)(=O)=O.C([S:43][C:44]([CH3:75])([CH2:68][N:69]1[CH2:74][CH2:73][O:72][CH2:71][CH2:70]1)[CH2:45][NH:46][C:47]([C:49]1[NH:50][C:51]2[C:56]([CH:57]=1)=[CH:55][CH:54]=[CH:53][C:52]=2[N:58]([CH3:67])[S:59]([C:62]1[S:63][CH:64]=[CH:65][CH:66]=1)(=[O:61])=[O:60])=O)C1C=CC=CC=1.C(=O)([O-])O.[Na+]. The catalyst is C(#N)C. The product is [CH3:67][N:58]([C:52]1[CH:53]=[CH:54][CH:55]=[C:56]2[C:51]=1[NH:50][C:49]([C:47]1[S:43][C:44]([CH3:75])([CH2:68][N:69]3[CH2:74][CH2:73][O:72][CH2:71][CH2:70]3)[CH2:45][N:46]=1)=[CH:57]2)[S:59]([C:62]1[S:63][CH:64]=[CH:65][CH:66]=1)(=[O:61])=[O:60]. The yield is 0.570. (7) The reactants are [F:1][C:2]1[CH:21]=[CH:20][C:5]([CH2:6][O:7][C:8]2[CH:9]=[C:10]([C:17]([OH:19])=O)[C:11](=[CH:15][CH:16]=2)[C:12]([OH:14])=O)=[CH:4][CH:3]=1.C(N1C=CN=C1)(N1C=CN=C1)=O.Cl.[NH2:35][CH2:36][C:37]([NH2:39])=[O:38].N1C=CC=CC=1. The catalyst is CN1CCCC1=O.O. The product is [F:1][C:2]1[CH:3]=[CH:4][C:5]([CH2:6][O:7][C:8]2[CH:9]=[C:10]3[C:11](=[CH:15][CH:16]=2)[C:12](=[O:14])[N:35]([CH2:36][C:37]([NH2:39])=[O:38])[C:17]3=[O:19])=[CH:20][CH:21]=1. The yield is 0.690. (8) The reactants are [Cl:1][C:2]1[CH:3]=[C:4]2[C:10](I)=[CH:9][N:8]([Si](C(C)C)(C(C)C)C(C)C)[C:5]2=[N:6][CH:7]=1.C([Mg]Cl)(C)C.[CH2:27]([N:29]1[C:33]([CH:34]=[O:35])=[CH:32][C:31]([NH:36][CH2:37][C:38]2[CH:43]=[CH:42][C:41]([F:44])=[CH:40][CH:39]=2)=[N:30]1)[CH3:28]. The catalyst is O1CCCC1. The product is [Cl:1][C:2]1[CH:3]=[C:4]2[C:10]([CH:34]([C:33]3[N:29]([CH2:27][CH3:28])[N:30]=[C:31]([NH:36][CH2:37][C:38]4[CH:43]=[CH:42][C:41]([F:44])=[CH:40][CH:39]=4)[CH:32]=3)[OH:35])=[CH:9][NH:8][C:5]2=[N:6][CH:7]=1. The yield is 0.400.